Dataset: Catalyst prediction with 721,799 reactions and 888 catalyst types from USPTO. Task: Predict which catalyst facilitates the given reaction. (1) Reactant: Br[C:2]1[NH:3][C:4]2[C:9]([C:10]=1[CH:11]1[CH2:16][CH2:15][CH2:14][CH2:13][CH2:12]1)=[CH:8][CH:7]=[C:6]([C:17]([O:19][CH3:20])=[O:18])[CH:5]=2.CC1(C)C(C)(C)OB([C:29]2[CH:34]=[CH:33][CH:32]=[CH:31][C:30]=2[NH2:35])O1.C(=O)([O-])O.[Na+]. Product: [NH2:35][C:30]1[CH:31]=[CH:32][CH:33]=[CH:34][C:29]=1[C:2]1[NH:3][C:4]2[C:9]([C:10]=1[CH:11]1[CH2:16][CH2:15][CH2:14][CH2:13][CH2:12]1)=[CH:8][CH:7]=[C:6]([C:17]([O:19][CH3:20])=[O:18])[CH:5]=2. The catalyst class is: 108. (2) Reactant: [F:1][C:2]([F:34])([F:33])[C:3]1[CH:4]=[C:5]([C@H:13]([N:15]([CH3:32])[C:16]([N:18]2[CH2:23][CH:22]3[C@@:20]([CH2:24][OH:25])([CH2:21]3)[C@@H:19]2[C:26]2[CH:31]=[CH:30][CH:29]=[CH:28][CH:27]=2)=[O:17])[CH3:14])[CH:6]=[C:7]([C:9]([F:12])([F:11])[F:10])[CH:8]=1.C(N(CC)CC)C.[CH3:42][S:43](Cl)(=[O:45])=[O:44]. Product: [F:12][C:9]([F:10])([F:11])[C:7]1[CH:6]=[C:5]([C@H:13]([N:15]([CH3:32])[C:16]([N:18]2[CH2:23][CH:22]3[C@@:20]([CH2:24][O:25][S:43]([CH3:42])(=[O:45])=[O:44])([CH2:21]3)[C@@H:19]2[C:26]2[CH:27]=[CH:28][CH:29]=[CH:30][CH:31]=2)=[O:17])[CH3:14])[CH:4]=[C:3]([C:2]([F:1])([F:33])[F:34])[CH:8]=1. The catalyst class is: 2. (3) Reactant: [SiH](CC)(CC)CC.O=[C:9]1[CH:17]2[CH2:18][C:13]3([NH:20][C:21](=[O:23])[CH3:22])[CH2:14][CH:15]([CH2:19][CH:11]([CH2:12]3)[O:10]1)[CH2:16]2. Product: [C:13]12([NH:20][C:21](=[O:23])[CH3:22])[CH2:18][CH:17]3[CH2:16][CH:15]([CH2:19][CH:11]([O:10][CH2:9]3)[CH2:12]1)[CH2:14]2. The catalyst class is: 146. (4) Reactant: [F:1][C:2]1[CH:7]=[C:6]([N:8]2[CH2:13][CH2:12][O:11][CH2:10][CH2:9]2)[CH:5]=[C:4]([F:14])[C:3]=1[NH2:15].[CH:16]1([CH2:21][C:22](Cl)=[O:23])[CH2:20][CH2:19][CH2:18][CH2:17]1. Product: [CH:16]1([CH2:21][C:22]([NH:15][C:3]2[C:2]([F:1])=[CH:7][C:6]([N:8]3[CH2:9][CH2:10][O:11][CH2:12][CH2:13]3)=[CH:5][C:4]=2[F:14])=[O:23])[CH2:20][CH2:19][CH2:18][CH2:17]1. The catalyst class is: 10.